This data is from Forward reaction prediction with 1.9M reactions from USPTO patents (1976-2016). The task is: Predict the product of the given reaction. Given the reactants C[O:2][C:3]([C:5]1[C:10]([CH2:11][NH:12][O:13][C:14]([CH3:17])([CH3:16])[CH3:15])=[CH:9][C:8]([Br:18])=[CH:7][N:6]=1)=O.[O-]CC.[Na+].O, predict the reaction product. The product is: [Br:18][C:8]1[CH:9]=[C:10]2[CH2:11][N:12]([O:13][C:14]([CH3:17])([CH3:16])[CH3:15])[C:3](=[O:2])[C:5]2=[N:6][CH:7]=1.